From a dataset of Forward reaction prediction with 1.9M reactions from USPTO patents (1976-2016). Predict the product of the given reaction. (1) Given the reactants [Cl:1][C:2]1[CH:3]=[C:4]([Cl:14])[C:5]2[O:9][C:8]([C:10]([OH:12])=O)=[CH:7][C:6]=2[CH:13]=1.CN(C(ON1N=[N:30][C:25]2[CH:26]=[CH:27][CH:28]=[N:29][C:24]1=2)=[N+](C)C)C.F[P-](F)(F)(F)(F)F.[CH:39](N(CC)C(C)C)(C)[CH3:40], predict the reaction product. The product is: [ClH:1].[N:29]12[CH2:28][CH2:27][CH:26]([CH2:39][CH2:40]1)[C@@H:25]([NH:30][C:10]([C:8]1[O:9][C:5]3[C:4]([Cl:14])=[CH:3][C:2]([Cl:1])=[CH:13][C:6]=3[CH:7]=1)=[O:12])[CH2:24]2. (2) The product is: [F:11][C:2]([F:1])([F:10])[C:3]1[N:8]=[CH:7][C:6]([O:9][CH2:13][CH2:14][CH2:15][O:16][C:18]2[CH:23]=[CH:22][C:21]([CH:24]([C:30]#[C:31][CH3:32])[CH2:25][C:26]([OH:28])=[O:27])=[CH:20][CH:19]=2)=[CH:5][CH:4]=1. Given the reactants [F:1][C:2]([F:11])([F:10])[C:3]1[N:8]=[CH:7][C:6]([OH:9])=[CH:5][CH:4]=1.Br[CH2:13][CH2:14][CH2:15][OH:16].O[C:18]1[CH:23]=[CH:22][C:21]([CH:24]([C:30]#[C:31][CH3:32])[CH2:25][C:26]([O:28]C)=[O:27])=[CH:20][CH:19]=1, predict the reaction product. (3) Given the reactants [CH3:1][N:2]([CH3:20])[CH2:3][CH2:4][NH:5][C:6]1[N:7]=[N+:8]([O-:19])[C:9]2[CH:18]=[C:17]3[C:13]([CH2:14][CH2:15][CH2:16]3)=[CH:12][C:10]=2[N:11]=1.C(O)(C(F)(F)F)=[O:22], predict the reaction product. The product is: [O-:19][N+:8]1[C:9]2[CH:18]=[C:17]3[C:13](=[CH:12][C:10]=2[N+:11]([O-:22])=[C:6]([NH:5][CH2:4][CH2:3][N:2]([CH3:20])[CH3:1])[N:7]=1)[CH2:14][CH2:15][CH2:16]3. (4) Given the reactants ClCCl.[CH2:4]([S:11][C:12]1[S:13][C:14]2[CH:20]=[C:19]([F:21])[C:18]([N:22]3[C:26](=[O:27])[N:25]([CH3:28])[C:24]([CH3:29])=[N:23]3)=[CH:17][C:15]=2[N:16]=1)[C:5]1[CH:10]=[CH:9][CH:8]=[CH:7][CH:6]=1.ClC1C=C(C=CC=1)C(OO)=[O:35], predict the reaction product. The product is: [CH2:4]([S:11]([C:12]1[S:13][C:14]2[CH:20]=[C:19]([F:21])[C:18]([N:22]3[C:26](=[O:27])[N:25]([CH3:28])[C:24]([CH3:29])=[N:23]3)=[CH:17][C:15]=2[N:16]=1)=[O:35])[C:5]1[CH:10]=[CH:9][CH:8]=[CH:7][CH:6]=1. (5) Given the reactants [Br:1][C:2]1[CH:10]=[CH:9][C:5]([C:6](O)=[O:7])=[C:4]([CH3:11])[CH:3]=1.B.C1COCC1, predict the reaction product. The product is: [Br:1][C:2]1[CH:10]=[CH:9][C:5]([CH2:6][OH:7])=[C:4]([CH3:11])[CH:3]=1.